Dataset: Full USPTO retrosynthesis dataset with 1.9M reactions from patents (1976-2016). Task: Predict the reactants needed to synthesize the given product. Given the product [F:23][C:20]1[CH:21]=[CH:22][C:17]([NH:16][C:14]([C@H:10]2[C@H:11]([CH3:13])[CH2:12][NH:8][CH2:9]2)=[O:15])=[CH:18][C:19]=1[CH3:24], predict the reactants needed to synthesize it. The reactants are: C([N:8]1[CH2:12][C@@H:11]([CH3:13])[C@H:10]([C:14]([NH:16][C:17]2[CH:22]=[CH:21][C:20]([F:23])=[C:19]([CH3:24])[CH:18]=2)=[O:15])[CH2:9]1)C1C=CC=CC=1.